This data is from Catalyst prediction with 721,799 reactions and 888 catalyst types from USPTO. The task is: Predict which catalyst facilitates the given reaction. (1) Reactant: [Si]([O:18][C:19]1[CH:56]=[CH:55][C:22]([O:23][CH2:24][C@@H:25]([OH:54])[CH2:26][NH:27][CH2:28][CH2:29][C:30]2[CH:53]=[CH:52][C:33]([O:34][CH:35]3[CH2:40][CH2:39][N:38]([C:41]([NH:43][CH2:44][C:45]4[CH:50]=[CH:49][C:48]([F:51])=[CH:47][CH:46]=4)=[O:42])[CH2:37][CH2:36]3)=[CH:32][CH:31]=2)=[CH:21][CH:20]=1)(C(C)(C)C)(C1C=CC=CC=1)C1C=CC=CC=1. Product: [F:51][C:48]1[CH:47]=[CH:46][C:45]([CH2:44][NH:43][C:41]([N:38]2[CH2:37][CH2:36][CH:35]([O:34][C:33]3[CH:52]=[CH:53][C:30]([CH2:29][CH2:28][NH:27][CH2:26][C@H:25]([OH:54])[CH2:24][O:23][C:22]4[CH:21]=[CH:20][C:19]([OH:18])=[CH:56][CH:55]=4)=[CH:31][CH:32]=3)[CH2:40][CH2:39]2)=[O:42])=[CH:50][CH:49]=1. The catalyst class is: 147. (2) Reactant: CC(OC([N:8](C(OC(C)(C)C)=O)[N:9]([C:17]1[C:22]([F:23])=[C:21]([NH:24][CH2:25][C:26]2[N:27]=[CH:28][S:29][CH:30]=2)[N:20]=[C:19]([Cl:31])[N:18]=1)C(OC(C)(C)C)=O)=O)(C)C. Product: [Cl:31][C:19]1[NH:20][C:21]([NH:24][CH2:25][C:26]2[N:27]=[CH:28][S:29][CH:30]=2)=[C:22]([F:23])[C:17](=[N:9][NH2:8])[N:18]=1. The catalyst class is: 240.